This data is from Catalyst prediction with 721,799 reactions and 888 catalyst types from USPTO. The task is: Predict which catalyst facilitates the given reaction. (1) Reactant: [F:1][C@@H:2]1[CH2:6][CH2:5][NH:4][C:3]1=O.[F:8][B-:9]([F:12])([F:11])[F:10].[CH3:13][O+](C)C.[F:17][C:18]1[C:23]([NH:24][NH2:25])=[C:22]([F:26])[C:21]([F:27])=[C:20]([F:28])[C:19]=1[F:29]. Product: [F:8][B-:9]([F:12])([F:11])[F:10].[F:1][C@@H:2]1[C:3]2=[N:25][N+:24]([C:23]3[C:18]([F:17])=[C:19]([F:29])[C:20]([F:28])=[C:21]([F:27])[C:22]=3[F:26])=[CH:13][N:4]2[CH2:5][CH2:6]1. The catalyst class is: 4. (2) Reactant: [Si:1]([O:8][CH:9]([C:22]1[O:23][CH:24]=[CH:25][N:26]=1)[CH2:10][CH2:11][CH2:12][CH2:13][CH2:14][CH2:15][C:16]1[CH:21]=[CH:20][CH:19]=[CH:18][CH:17]=1)([C:4]([CH3:7])([CH3:6])[CH3:5])([CH3:3])[CH3:2].[Li]C(C)(C)C.[Br:32]Br. Product: [Br:32][C:24]1[O:23][C:22]([CH:9]([O:8][Si:1]([C:4]([CH3:7])([CH3:5])[CH3:6])([CH3:2])[CH3:3])[CH2:10][CH2:11][CH2:12][CH2:13][CH2:14][CH2:15][C:16]2[CH:21]=[CH:20][CH:19]=[CH:18][CH:17]=2)=[N:26][CH:25]=1. The catalyst class is: 49.